Dataset: NCI-60 drug combinations with 297,098 pairs across 59 cell lines. Task: Regression. Given two drug SMILES strings and cell line genomic features, predict the synergy score measuring deviation from expected non-interaction effect. (1) Drug 1: C1=CC=C(C=C1)NC(=O)CCCCCCC(=O)NO. Drug 2: COC1=C2C(=CC3=C1OC=C3)C=CC(=O)O2. Cell line: HCC-2998. Synergy scores: CSS=15.6, Synergy_ZIP=-1.98, Synergy_Bliss=-6.12, Synergy_Loewe=4.07, Synergy_HSA=0.304. (2) Drug 1: CCN(CC)CCCC(C)NC1=C2C=C(C=CC2=NC3=C1C=CC(=C3)Cl)OC. Drug 2: C1CCC(C(C1)N)N.C(=O)(C(=O)[O-])[O-].[Pt+4]. Cell line: KM12. Synergy scores: CSS=25.1, Synergy_ZIP=-6.08, Synergy_Bliss=4.77, Synergy_Loewe=-6.87, Synergy_HSA=-2.39. (3) Drug 1: CC1=C2C(C(=O)C3(C(CC4C(C3C(C(C2(C)C)(CC1OC(=O)C(C(C5=CC=CC=C5)NC(=O)OC(C)(C)C)O)O)OC(=O)C6=CC=CC=C6)(CO4)OC(=O)C)OC)C)OC. Drug 2: C1C(C(OC1N2C=C(C(=O)NC2=O)F)CO)O. Cell line: COLO 205. Synergy scores: CSS=68.7, Synergy_ZIP=-3.87, Synergy_Bliss=-5.50, Synergy_Loewe=-5.06, Synergy_HSA=3.01. (4) Drug 2: C1C(C(OC1N2C=NC3=C2NC=NCC3O)CO)O. Synergy scores: CSS=31.0, Synergy_ZIP=-9.48, Synergy_Bliss=-3.68, Synergy_Loewe=-9.54, Synergy_HSA=-2.50. Drug 1: C1=NC2=C(N1)C(=S)N=C(N2)N. Cell line: TK-10. (5) Drug 1: CN(C)N=NC1=C(NC=N1)C(=O)N. Drug 2: COC1=NC(=NC2=C1N=CN2C3C(C(C(O3)CO)O)O)N. Cell line: 786-0. Synergy scores: CSS=5.29, Synergy_ZIP=-2.07, Synergy_Bliss=-1.81, Synergy_Loewe=-5.23, Synergy_HSA=-1.50. (6) Drug 1: CNC(=O)C1=NC=CC(=C1)OC2=CC=C(C=C2)NC(=O)NC3=CC(=C(C=C3)Cl)C(F)(F)F. Drug 2: CCC1(C2=C(COC1=O)C(=O)N3CC4=CC5=C(C=CC(=C5CN(C)C)O)N=C4C3=C2)O.Cl. Cell line: SNB-19. Synergy scores: CSS=37.2, Synergy_ZIP=-4.24, Synergy_Bliss=-8.32, Synergy_Loewe=-77.4, Synergy_HSA=-11.7. (7) Drug 1: CC1=CC2C(CCC3(C2CCC3(C(=O)C)OC(=O)C)C)C4(C1=CC(=O)CC4)C. Drug 2: C1=CN(C=N1)CC(O)(P(=O)(O)O)P(=O)(O)O. Cell line: MDA-MB-231. Synergy scores: CSS=-7.55, Synergy_ZIP=5.25, Synergy_Bliss=0.388, Synergy_Loewe=-12.3, Synergy_HSA=-10.5. (8) Drug 1: CCC1=CC2CC(C3=C(CN(C2)C1)C4=CC=CC=C4N3)(C5=C(C=C6C(=C5)C78CCN9C7C(C=CC9)(C(C(C8N6C)(C(=O)OC)O)OC(=O)C)CC)OC)C(=O)OC.C(C(C(=O)O)O)(C(=O)O)O. Drug 2: C1=CC=C(C(=C1)C(C2=CC=C(C=C2)Cl)C(Cl)Cl)Cl. Cell line: NCI-H522. Synergy scores: CSS=64.5, Synergy_ZIP=13.6, Synergy_Bliss=13.5, Synergy_Loewe=-12.8, Synergy_HSA=14.3. (9) Drug 1: C(CN)CNCCSP(=O)(O)O. Drug 2: CC1C(C(CC(O1)OC2CC(CC3=C2C(=C4C(=C3O)C(=O)C5=CC=CC=C5C4=O)O)(C(=O)C)O)N)O. Cell line: OVCAR-8. Synergy scores: CSS=35.6, Synergy_ZIP=-0.322, Synergy_Bliss=-2.26, Synergy_Loewe=-24.4, Synergy_HSA=-1.36. (10) Drug 1: CC(CN1CC(=O)NC(=O)C1)N2CC(=O)NC(=O)C2. Drug 2: CCC1=C2CN3C(=CC4=C(C3=O)COC(=O)C4(CC)O)C2=NC5=C1C=C(C=C5)O. Cell line: DU-145. Synergy scores: CSS=26.3, Synergy_ZIP=1.12, Synergy_Bliss=4.51, Synergy_Loewe=-17.6, Synergy_HSA=5.44.